This data is from TCR-epitope binding with 47,182 pairs between 192 epitopes and 23,139 TCRs. The task is: Binary Classification. Given a T-cell receptor sequence (or CDR3 region) and an epitope sequence, predict whether binding occurs between them. (1) The epitope is EILDITPCSF. The TCR CDR3 sequence is CASSTTRMNTGELFF. Result: 1 (the TCR binds to the epitope). (2) The epitope is NQKLIANQF. The TCR CDR3 sequence is CASSLASESYNEQFF. Result: 1 (the TCR binds to the epitope). (3) The epitope is IQYIDIGNY. The TCR CDR3 sequence is CASSLGGASYEQYF. Result: 0 (the TCR does not bind to the epitope). (4) The epitope is KLVALGINAV. The TCR CDR3 sequence is CASSVEGGGAKETQYF. Result: 1 (the TCR binds to the epitope). (5) The epitope is IQYIDIGNY. The TCR CDR3 sequence is CASSETELQFF. Result: 0 (the TCR does not bind to the epitope).